Dataset: Full USPTO retrosynthesis dataset with 1.9M reactions from patents (1976-2016). Task: Predict the reactants needed to synthesize the given product. (1) Given the product [C:1]([C:3]1[C:4]([CH:19]([C:25]2[CH:30]=[CH:29][C:28]([Cl:31])=[C:27]([Cl:32])[CH:26]=2)[CH2:20][CH2:21][N:22]([CH3:24])[CH3:23])=[C:5]([C:14]([OH:16])=[O:15])[S:6][C:7]=1[N:8]1[CH2:9][CH2:10][O:11][CH2:12][CH2:13]1)#[N:2], predict the reactants needed to synthesize it. The reactants are: [C:1]([C:3]1[C:4]([CH:19]([C:25]2[CH:30]=[CH:29][C:28]([Cl:31])=[C:27]([Cl:32])[CH:26]=2)[CH2:20][CH2:21][N:22]([CH3:24])[CH3:23])=[C:5]([C:14]([O:16]CC)=[O:15])[S:6][C:7]=1[N:8]1[CH2:13][CH2:12][O:11][CH2:10][CH2:9]1)#[N:2].[OH-].[Na+].Cl. (2) The reactants are: [Cl:1][CH2:2][C:3]1[N:4]=[C:5]([CH:8]([CH3:10])[CH3:9])[S:6][CH:7]=1.[C:11]1([P:17]([C:24]2[CH:29]=[CH:28][CH:27]=[CH:26][CH:25]=2)[C:18]2[CH:23]=[CH:22][CH:21]=[CH:20][CH:19]=2)[CH:16]=[CH:15][CH:14]=[CH:13][CH:12]=1. Given the product [Cl-:1].[CH:8]([C:5]1[S:6][CH:7]=[C:3]([CH2:2][P+:17]([C:18]2[CH:19]=[CH:20][CH:21]=[CH:22][CH:23]=2)([C:24]2[CH:29]=[CH:28][CH:27]=[CH:26][CH:25]=2)[C:11]2[CH:12]=[CH:13][CH:14]=[CH:15][CH:16]=2)[N:4]=1)([CH3:10])[CH3:9], predict the reactants needed to synthesize it. (3) Given the product [Cl:28][C:15]1[O:16][C:12]([C:5]2[C:6]3[C:11](=[CH:10][CH:9]=[CH:8][CH:7]=3)[C:2]([F:1])=[CH:3][CH:4]=2)=[C:13]([CH2:18][CH2:19][CH2:20][C:21]([O:23][CH2:24][CH3:25])=[O:22])[N:14]=1, predict the reactants needed to synthesize it. The reactants are: [F:1][C:2]1[C:11]2[C:6](=[CH:7][CH:8]=[CH:9][CH:10]=2)[C:5]([C:12]2[O:16][C:15](=O)[NH:14][C:13]=2[CH2:18][CH2:19][CH2:20][C:21]([O:23][CH2:24][CH3:25])=[O:22])=[CH:4][CH:3]=1.P(Cl)(Cl)([Cl:28])=O. (4) Given the product [Cl:24][C:25]1[CH:30]=[CH:29][CH:28]=[CH:27][C:26]=1[C:31]1[CH2:32][N:33]([CH3:2])[CH2:34][CH2:35][CH:36]=1, predict the reactants needed to synthesize it. The reactants are: Cl[C:2]1C=CC=CC=1B(O)O.BrC1C=NC=CC=1.C(=O)([O-])[O-].[Na+].[Na+].[Cl:24][C:25]1[CH:30]=[CH:29][CH:28]=[CH:27][C:26]=1[C:31]1[CH:32]=[N:33][CH:34]=[CH:35][CH:36]=1.IC.[BH4-].[Na+].